From a dataset of Peptide-MHC class I binding affinity with 185,985 pairs from IEDB/IMGT. Regression. Given a peptide amino acid sequence and an MHC pseudo amino acid sequence, predict their binding affinity value. This is MHC class I binding data. The peptide sequence is IVMDNDDNIL. The MHC is HLA-A02:01 with pseudo-sequence HLA-A02:01. The binding affinity (normalized) is 0.373.